Dataset: Full USPTO retrosynthesis dataset with 1.9M reactions from patents (1976-2016). Task: Predict the reactants needed to synthesize the given product. (1) Given the product [CH3:5][C:4]1[CH:16]=[C:11]([O:10][CH2:9][C:8]2[CH:19]=[CH:20][CH:21]=[CH:22][C:7]=2[CH3:6])[CH:12]=[CH:2][C:3]=1[CH:26]=[O:27], predict the reactants needed to synthesize it. The reactants are: [Li][CH2:2][CH2:3][CH2:4][CH3:5].[CH3:6][C:7]1[CH:22]=[CH:21][CH:20]=[CH:19][C:8]=1[CH2:9][O:10][C:11]1[CH:16]=CC(Br)=C[C:12]=1C.CN([CH:26]=[O:27])C. (2) Given the product [Si:1]([O:8][CH2:9][C@@H:10]1[C:15]([CH2:16][CH3:17])=[CH:14][C@H:13]([OH:18])[CH2:12][N:11]1[C:19]([O:21][C:22]([CH3:23])([CH3:25])[CH3:24])=[O:20])([C:4]([CH3:7])([CH3:5])[CH3:6])([CH3:3])[CH3:2], predict the reactants needed to synthesize it. The reactants are: [Si:1]([O:8][CH2:9][C@@H:10]1[C:15]([CH2:16][CH3:17])=[CH:14][C:13](=[O:18])[CH2:12][N:11]1[C:19]([O:21][C:22]([CH3:25])([CH3:24])[CH3:23])=[O:20])([C:4]([CH3:7])([CH3:6])[CH3:5])([CH3:3])[CH3:2].[Si](OC[C@@H]1C=C(C)[C@H](O)CN1C(OC(C)(C)C)=O)(C(C)(C)C)(C)C. (3) The reactants are: [C:1]1([C:14]2[CH:19]=[CH:18][CH:17]=[CH:16][CH:15]=2)[CH:6]=[CH:5][C:4]([NH:7][C:8](=[O:13])[CH2:9][C:10]([OH:12])=O)=[CH:3][CH:2]=1.CCN(C(C)C)C(C)C.C1C=CC2N(O)N=NC=2C=1.CCN=C=NCCCN(C)C.Cl.Cl.[Br:52][C:53]1[CH:58]=[CH:57][CH:56]=[CH:55][C:54]=1[S:59][CH:60]1[CH2:65][CH2:64][NH:63][CH2:62][CH2:61]1. Given the product [C:1]1([C:14]2[CH:19]=[CH:18][CH:17]=[CH:16][CH:15]=2)[CH:2]=[CH:3][C:4]([NH:7][C:8](=[O:13])[CH2:9][C:10]([N:63]2[CH2:62][CH2:61][CH:60]([S:59][C:54]3[CH:55]=[CH:56][CH:57]=[CH:58][C:53]=3[Br:52])[CH2:65][CH2:64]2)=[O:12])=[CH:5][CH:6]=1, predict the reactants needed to synthesize it. (4) Given the product [Cl:1][C:2]1[N:11]=[C:10]([C:25]2[CH:26]=[C:27]([NH:31][CH:32]=[O:33])[CH:28]=[CH:29][CH:30]=2)[C:9]2[C:4](=[CH:5][C:6]([O:15][CH3:16])=[C:7]([O:13][CH3:14])[CH:8]=2)[N:3]=1, predict the reactants needed to synthesize it. The reactants are: [Cl:1][C:2]1[N:11]=[C:10](Cl)[C:9]2[C:4](=[CH:5][C:6]([O:15][CH3:16])=[C:7]([O:13][CH3:14])[CH:8]=2)[N:3]=1.CC1(C)C(C)(C)OB([C:25]2[CH:26]=[C:27]([NH:31][CH:32]=[O:33])[CH:28]=[CH:29][CH:30]=2)O1.C(=O)([O-])[O-].[Na+].[Na+].[Cl-].[Na+].